Dataset: TCR-epitope binding with 47,182 pairs between 192 epitopes and 23,139 TCRs. Task: Binary Classification. Given a T-cell receptor sequence (or CDR3 region) and an epitope sequence, predict whether binding occurs between them. (1) The epitope is NLNESLIDL. The TCR CDR3 sequence is CASSQVKAGFQSSYEQYF. Result: 1 (the TCR binds to the epitope). (2) The epitope is TPINLVRDL. The TCR CDR3 sequence is CASSEASGGPLSTDTQYF. Result: 1 (the TCR binds to the epitope). (3) The epitope is YLKLTDNVYIK. The TCR CDR3 sequence is CASSIYGSYEQYF. Result: 0 (the TCR does not bind to the epitope). (4) The epitope is SEETGTLIV. The TCR CDR3 sequence is CASSRWGKQFF. Result: 0 (the TCR does not bind to the epitope).